This data is from Peptide-MHC class II binding affinity with 134,281 pairs from IEDB. The task is: Regression. Given a peptide amino acid sequence and an MHC pseudo amino acid sequence, predict their binding affinity value. This is MHC class II binding data. The peptide sequence is GLALLSEAVLRGQAL. The MHC is DRB1_1101 with pseudo-sequence DRB1_1101. The binding affinity (normalized) is 0.274.